From a dataset of Full USPTO retrosynthesis dataset with 1.9M reactions from patents (1976-2016). Predict the reactants needed to synthesize the given product. (1) Given the product [Cl:1][C:2]1[CH:3]=[CH:4][C:5]([F:29])=[C:6]([N:8]2[CH2:12][C:11]([CH2:19][CH2:20][CH2:21][OH:22])([C:13]3[CH:18]=[CH:17][CH:16]=[CH:15][CH:14]=3)[C:10]([C:23](=[O:24])[CH3:31])=[N:9]2)[CH:7]=1, predict the reactants needed to synthesize it. The reactants are: [Cl:1][C:2]1[CH:3]=[CH:4][C:5]([F:29])=[C:6]([N:8]2[CH2:12][C:11]([CH2:19][CH2:20][CH2:21][OH:22])([C:13]3[CH:18]=[CH:17][CH:16]=[CH:15][CH:14]=3)[C:10]([C:23](N(OC)C)=[O:24])=[N:9]2)[CH:7]=1.[Li][CH3:31]. (2) Given the product [Br:1][C:11]1[C:12]2[C:4]([F:3])=[CH:5][CH:6]=[CH:7][C:8]=2[S:9][CH:10]=1, predict the reactants needed to synthesize it. The reactants are: [Br:1]Br.[F:3][C:4]1[C:12]2[CH:11]=[CH:10][S:9][C:8]=2[CH:7]=[CH:6][CH:5]=1.C([O-])(=O)C.[Na+]. (3) Given the product [SH:15][C:19]1[CH:20]=[CH:21][CH:22]=[CH:23][C:18]=1[CH2:17][C:16]([OH:24])=[O:11], predict the reactants needed to synthesize it. The reactants are: S1C2C=CC=CC=2C=C1B(O)[OH:11].OO.[S:15]1[C:19]2[CH:20]=[CH:21][CH:22]=[CH:23][C:18]=2[CH2:17][C:16]1=[O:24].[OH-].[Li+].Cl. (4) Given the product [CH2:36]([N:4]1[CH2:5][CH2:6][N:1]([C:7]2[CH:12]=[CH:11][C:10]([NH:13][C:14]3[N:19]=[C:18]([CH2:20][CH2:21][C:22]4[CH:27]=[CH:26][CH:25]=[CH:24][C:23]=4[CH2:28][C:29]([NH2:31])=[O:30])[C:17]([C:32]([F:33])([F:35])[F:34])=[CH:16][N:15]=3)=[CH:9][CH:8]=2)[CH2:2][CH2:3]1)[CH3:37], predict the reactants needed to synthesize it. The reactants are: [N:1]1([C:7]2[CH:12]=[CH:11][C:10]([NH:13][C:14]3[N:19]=[C:18]([CH2:20][CH2:21][C:22]4[CH:27]=[CH:26][CH:25]=[CH:24][C:23]=4[CH2:28][C:29]([NH2:31])=[O:30])[C:17]([C:32]([F:35])([F:34])[F:33])=[CH:16][N:15]=3)=[CH:9][CH:8]=2)[CH2:6][CH2:5][NH:4][CH2:3][CH2:2]1.[CH:36](=O)[CH3:37].C(O[BH-](OC(=O)C)OC(=O)C)(=O)C.[Na+]. (5) Given the product [CH:27]([O:26][CH:4]([CH2:5][C:6]1[CH:11]=[CH:10][C:9]([O:12][CH2:13][CH2:14][C:15]2[CH:16]=[CH:17][C:18]([O:21][S:22]([CH3:25])(=[O:24])=[O:23])=[CH:19][CH:20]=2)=[CH:8][CH:7]=1)[C:3]([OH:30])=[O:2])([CH3:28])[CH3:29], predict the reactants needed to synthesize it. The reactants are: C[O:2][C:3](=[O:30])[CH:4]([O:26][CH:27]([CH3:29])[CH3:28])[CH2:5][C:6]1[CH:11]=[CH:10][C:9]([O:12][CH2:13][CH2:14][C:15]2[CH:20]=[CH:19][C:18]([O:21][S:22]([CH3:25])(=[O:24])=[O:23])=[CH:17][CH:16]=2)=[CH:8][CH:7]=1.[OH-].[Li+]. (6) Given the product [Cl:1][C:2]1[CH:3]=[N+:4]([O-:27])[CH:5]=[C:6]([Cl:26])[C:7]=1[CH2:8][CH:9]([OH:10])[C:11]1[C:16]2[O:17][C:18]3([O:23][C:15]=2[C:14]([O:24][CH3:25])=[CH:13][CH:12]=1)[CH2:19][CH2:20][CH2:21][CH2:22]3, predict the reactants needed to synthesize it. The reactants are: [Cl:1][C:2]1[CH:3]=[N+:4]([O-:27])[CH:5]=[C:6]([Cl:26])[C:7]=1[CH2:8][C:9]([C:11]1[C:16]2[O:17][C:18]3([O:23][C:15]=2[C:14]([O:24][CH3:25])=[CH:13][CH:12]=1)[CH2:22][CH2:21][CH2:20][CH2:19]3)=[O:10].[BH4-].[Na+]. (7) Given the product [NH2:1][CH2:4][C@H:5]1[O:9][C@@H:8]([N:10]2[CH:18]=[C:16]([CH3:17])[C:14](=[O:15])[NH:13][C:11]2=[O:12])[CH2:7][C@@H:6]1[OH:19], predict the reactants needed to synthesize it. The reactants are: [N:1]([CH2:4][C@H:5]1[O:9][C@@H:8]([N:10]2[CH:18]=[C:16]([CH3:17])[C:14](=[O:15])[NH:13][C:11]2=[O:12])[CH2:7][C@@H:6]1[OH:19])=[N+]=[N-].